This data is from Full USPTO retrosynthesis dataset with 1.9M reactions from patents (1976-2016). The task is: Predict the reactants needed to synthesize the given product. (1) Given the product [N:8]1([C:6]([O:5][C:1]([CH3:4])([CH3:2])[CH3:3])=[O:7])[CH2:15][CH2:14][CH2:13][C@H:9]1[C:10]([O:12][CH2:26][C:27]([C:29]1[CH:36]=[CH:35][C:32]([C:33]#[N:34])=[CH:31][CH:30]=1)=[O:28])=[O:11], predict the reactants needed to synthesize it. The reactants are: [C:1]([O:5][C:6]([N:8]1[CH2:15][CH2:14][CH2:13][C@H:9]1[C:10]([OH:12])=[O:11])=[O:7])([CH3:4])([CH3:3])[CH3:2].CCN(C(C)C)C(C)C.Br[CH2:26][C:27]([C:29]1[CH:36]=[CH:35][C:32]([C:33]#[N:34])=[CH:31][CH:30]=1)=[O:28]. (2) Given the product [Cl:1][C:2]1[CH:10]=[C:9]2[C:5]([CH:6]=[C:7]([C:11](=[O:28])[NH:12][CH:13]([C:18]3[CH:23]=[CH:22][CH:21]=[C:20]([C:24]([F:25])([F:27])[F:26])[CH:19]=3)[C:14]([F:16])([F:17])[F:15])[N:8]2[CH2:41][CH3:42])=[CH:4][C:3]=1[CH2:29][NH:30][C:31](=[O:37])[O:32][C:33]([CH3:34])([CH3:36])[CH3:35], predict the reactants needed to synthesize it. The reactants are: [Cl:1][C:2]1[CH:10]=[C:9]2[C:5]([CH:6]=[C:7]([C:11](=[O:28])[NH:12][CH:13]([C:18]3[CH:23]=[CH:22][CH:21]=[C:20]([C:24]([F:27])([F:26])[F:25])[CH:19]=3)[C:14]([F:17])([F:16])[F:15])[NH:8]2)=[CH:4][C:3]=1[CH2:29][NH:30][C:31](=[O:37])[O:32][C:33]([CH3:36])([CH3:35])[CH3:34].[H-].[Na+].I[CH2:41][CH3:42].O. (3) Given the product [Br:1][C:2]1[CH:3]=[C:4]2[C:9]([NH:8][C@@H:7]([CH3:18])[CH2:6][N:5]2[C:19]([C:20]2[CH:25]=[CH:24][CH:23]=[CH:22][C:21]=2[F:26])=[O:27])=[CH:10][CH:11]=1, predict the reactants needed to synthesize it. The reactants are: [Br:1][C:2]1[CH:3]=[C:4]2[C:9](=[CH:10][CH:11]=1)[N:8](C(=O)C(F)(F)F)[C@@H:7]([CH3:18])[CH2:6][N:5]2[C:19](=[O:27])[C:20]1[CH:25]=[CH:24][CH:23]=[CH:22][C:21]=1[F:26].C(=O)([O-])[O-].[K+].[K+]. (4) The reactants are: Br[C:2]1[CH:7]=[C:6]([F:8])[CH:5]=[CH:4][C:3]=1[N+:9]([O-:11])=[O:10].[Cl:12][C:13]1[CH:18]=[C:17]([Cl:19])[CH:16]=[CH:15][C:14]=1B(O)O.C(=O)([O-])[O-].[Na+].[Na+]. Given the product [Cl:12][C:13]1[CH:18]=[C:17]([Cl:19])[CH:16]=[CH:15][C:14]=1[C:2]1[CH:7]=[C:6]([F:8])[CH:5]=[CH:4][C:3]=1[N+:9]([O-:11])=[O:10], predict the reactants needed to synthesize it.